This data is from Catalyst prediction with 721,799 reactions and 888 catalyst types from USPTO. The task is: Predict which catalyst facilitates the given reaction. (1) Reactant: [Br:1][C:2]1[CH:3]=[C:4]2[C:9](=[CH:10][C:11]=1[O:12][CH3:13])[CH:8]=[N:7][CH:6]([CH2:14][CH3:15])[CH2:5]2.C(O[CH:19]=[C:20]([C:26](=[O:28])[CH3:27])[C:21]([O:23][CH2:24][CH3:25])=[O:22])C. Product: [Br:1][C:2]1[C:11]([O:12][CH3:13])=[CH:10][C:9]2[CH:8]3[N:7]([CH:6]([CH2:14][CH3:15])[CH2:5][C:4]=2[CH:3]=1)[CH:19]=[C:20]([C:21]([O:23][CH2:24][CH3:25])=[O:22])[C:26](=[O:28])[CH2:27]3. The catalyst class is: 8. (2) Reactant: Cl[C:2]1[N:7]=[CH:6][N:5]=[C:4]([O:8][C:9]2[CH:10]=[C:11]3[C:15](=[CH:16][CH:17]=2)[NH:14][CH:13]=[CH:12]3)[CH:3]=1.[CH3:18][NH2:19]. The catalyst class is: 6. Product: [CH3:18][NH:19][C:2]1[N:7]=[CH:6][N:5]=[C:4]([O:8][C:9]2[CH:10]=[C:11]3[C:15](=[CH:16][CH:17]=2)[NH:14][CH:13]=[CH:12]3)[CH:3]=1. (3) Reactant: [CH:1]([N-]C(C)C)(C)[CH3:2].[Li+].[F:9][C:10]1[CH:11]=[C:12]([CH2:19][C:20]([C:23]2[CH:28]=[CH:27][CH:26]=[CH:25][CH:24]=2)=[N:21][OH:22])[CH:13]=[C:14]([F:18])[C:15]=1[S:16][CH3:17].[Cl-].[NH4+].CC1C=CC(S(O)(=O)=O)=CC=1. Product: [F:18][C:14]1[CH:13]=[C:12]([C:19]2[C:20]([C:23]3[CH:28]=[CH:27][CH:26]=[CH:25][CH:24]=3)=[N:21][O:22][C:1]=2[CH3:2])[CH:11]=[C:10]([F:9])[C:15]=1[S:16][CH3:17]. The catalyst class is: 56. (4) Reactant: N(C(OC(C)C)=O)=NC(OC(C)C)=O.[OH:15][CH2:16][CH:17]1[CH2:22][CH2:21][N:20]([C:23]([O:25][CH:26]([CH3:28])[CH3:27])=[O:24])[CH2:19][CH2:18]1.[Br:29][C:30]1[CH:35]=[CH:34][C:33](O)=[CH:32][CH:31]=1.C1C=CC(P(C2C=CC=CC=2)C2C=CC=CC=2)=CC=1. Product: [Br:29][C:30]1[CH:35]=[CH:34][C:33]([O:15][CH2:16][CH:17]2[CH2:22][CH2:21][N:20]([C:23]([O:25][CH:26]([CH3:28])[CH3:27])=[O:24])[CH2:19][CH2:18]2)=[CH:32][CH:31]=1. The catalyst class is: 116. (5) Reactant: Cl[C:2]1[N:28](COCC[Si](C)(C)C)[C:5]2=[C:6]3[C:11](=[C:12]4[CH:17]=[C:16]([F:18])[CH:15]=[CH:14][C:13]4=[C:4]2[N:3]=1)[C:10](=[O:19])[N:9](COCC[Si](C)(C)C)[CH:8]=[CH:7]3.[N:37]1[CH:42]=[CH:41][C:40]([CH2:43][OH:44])=[CH:39][CH:38]=1.[H-].[Na+].FC(F)(F)C(O)=O.C(=O)([O-])[O-].[K+].[K+].CO. Product: [F:18][C:16]1[CH:15]=[CH:14][C:13]2=[C:4]3[N:3]=[C:2]([O:44][CH2:43][C:40]4[CH:41]=[CH:42][N:37]=[CH:38][CH:39]=4)[NH:28][C:5]3=[C:6]3[C:11]([C:10](=[O:19])[NH:9][CH:8]=[CH:7]3)=[C:12]2[CH:17]=1. The catalyst class is: 454. (6) Reactant: FC(F)(F)C(O)=O.[Cl:8][C:9]1[C:18]2[C:13](=[CH:14][C:15]([F:20])=[CH:16][C:17]=2[F:19])[N:12]=[C:11]([N:21]2[CH2:26][CH2:25][NH:24][CH2:23][CH2:22]2)[C:10]=1[CH3:27].C(N(CC)CC)C.[C:35]1(=O)[CH2:40][CH2:39][CH2:38][CH2:37][CH2:36]1.ClC(Cl)C.CO.C(O[BH-](OC(=O)C)OC(=O)C)(=O)C.[Na+].C([BH3-])#N.[Na+]. Product: [Cl:8][C:9]1[C:18]2[C:13](=[CH:14][C:15]([F:20])=[CH:16][C:17]=2[F:19])[N:12]=[C:11]([N:21]2[CH2:26][CH2:25][N:24]([CH:35]3[CH2:40][CH2:39][CH2:38][CH2:37][CH2:36]3)[CH2:23][CH2:22]2)[C:10]=1[CH3:27]. The catalyst class is: 34.